Dataset: Retrosynthesis with 50K atom-mapped reactions and 10 reaction types from USPTO. Task: Predict the reactants needed to synthesize the given product. Given the product NCCS(=O)(=O)N[C@H]1CCCN(C(=O)OCc2ccccc2)C1, predict the reactants needed to synthesize it. The reactants are: O=C(OCc1ccccc1)N1CCC[C@H](NS(=O)(=O)CCN2C(=O)c3ccccc3C2=O)C1.